This data is from Forward reaction prediction with 1.9M reactions from USPTO patents (1976-2016). The task is: Predict the product of the given reaction. (1) Given the reactants [C:1]([C:5]1[CH:10]=[CH:9][CH:8]=[CH:7][C:6]=1[N:11]1[C:23]2[C:22](=[O:24])[CH2:21][CH:20]=[CH:19][C:18]=2[C:17]2[C:12]1=[CH:13][CH:14]=[CH:15][CH:16]=2)([CH3:4])([CH3:3])[CH3:2], predict the reaction product. The product is: [C:1]([C:5]1[CH:10]=[CH:9][CH:8]=[CH:7][C:6]=1[N:11]1[C:23]2[C:22]([OH:24])=[CH:21][CH:20]=[CH:19][C:18]=2[C:17]2[C:12]1=[CH:13][CH:14]=[CH:15][CH:16]=2)([CH3:4])([CH3:2])[CH3:3]. (2) Given the reactants [C:1]([O:5][C:6]([N:8]1[CH2:13][CH2:12][C:11]([CH2:24][C:25]2[CH:30]=[CH:29][C:28]([C:31]([O:33][CH3:34])=[O:32])=[CH:27][CH:26]=2)([C:14]([O:16]CC2C=CC=CC=2)=[O:15])[CH2:10][CH2:9]1)=[O:7])([CH3:4])([CH3:3])[CH3:2].[H][H], predict the reaction product. The product is: [C:1]([O:5][C:6]([N:8]1[CH2:9][CH2:10][C:11]([CH2:24][C:25]2[CH:30]=[CH:29][C:28]([C:31]([O:33][CH3:34])=[O:32])=[CH:27][CH:26]=2)([C:14]([OH:16])=[O:15])[CH2:12][CH2:13]1)=[O:7])([CH3:3])([CH3:4])[CH3:2]. (3) Given the reactants [Cl:1][C:2]1[CH:3]=[C:4]([NH:19][C:20]2[C:30]3[CH:29]=[C:28]([C:31](O)=[O:32])[CH2:27][CH2:26][NH:25][C:24]=3[N:23]=[CH:22][N:21]=2)[CH:5]=[CH:6][C:7]=1[O:8][C:9]1[CH:14]=[CH:13][CH:12]=[C:11]([C:15]([F:18])([F:17])[F:16])[CH:10]=1.[OH:34]N1C2C=CC=CC=2N=N1.Cl.C(N=C=NCCCN(C)C)C.[NH2:56][CH2:57][CH:58]([C:60]1[CH:65]=[CH:64][CH:63]=[CH:62][CH:61]=1)[OH:59].CN(C)[CH:68]=[O:69], predict the reaction product. The product is: [F:16][C:15]([F:18])([F:17])[C:68]([OH:69])=[O:34].[Cl:1][C:2]1[CH:3]=[C:4]([NH:19][C:20]2[C:30]3[CH:29]=[C:28]([C:31]([NH:56][CH2:57][CH:58]([OH:59])[C:60]4[CH:65]=[CH:64][CH:63]=[CH:62][CH:61]=4)=[O:32])[CH2:27][CH2:26][NH:25][C:24]=3[N:23]=[CH:22][N:21]=2)[CH:5]=[CH:6][C:7]=1[O:8][C:9]1[CH:14]=[CH:13][CH:12]=[C:11]([C:15]([F:17])([F:16])[F:18])[CH:10]=1.